This data is from Reaction yield outcomes from USPTO patents with 853,638 reactions. The task is: Predict the reaction yield, written as a fraction of the theoretical maximum amount of product (1.0 means a 100% yield; for example, 0.34 means a 34% yield). (1) The reactants are C([O-])(=O)C.[K+].[B:15]1([B:15]2[O:19][C:18]([CH3:21])([CH3:20])[C:17]([CH3:23])([CH3:22])[O:16]2)[O:19][C:18]([CH3:21])([CH3:20])[C:17]([CH3:23])([CH3:22])[O:16]1.[CH2:24]([S:26]([C:29]1[CH:34]=[CH:33][C:32]([C:35]2[CH:40]=[C:39](Br)[CH:38]=[CH:37][C:36]=2[F:42])=[CH:31][CH:30]=1)(=[O:28])=[O:27])[CH3:25]. The catalyst is O1CCOCC1.[Pd](Cl)Cl.C1(P(C2C=CC=CC=2)[C-]2C=CC=C2)C=CC=CC=1.[C-]1(P(C2C=CC=CC=2)C2C=CC=CC=2)C=CC=C1.[Fe+2]. The product is [CH2:24]([S:26]([C:29]1[CH:30]=[CH:31][C:32]([C:35]2[C:36]([F:42])=[CH:37][CH:38]=[C:39]([B:15]3[O:16][C:17]([CH3:22])([CH3:23])[C:18]([CH3:20])([CH3:21])[O:19]3)[CH:40]=2)=[CH:33][CH:34]=1)(=[O:27])=[O:28])[CH3:25]. The yield is 0.720. (2) The reactants are [NH2:1][C:2]1[N:3]=[C:4]2[CH:9]=[CH:8][C:7]([O:10][C:11]3[CH:12]=[C:13]([NH:17][C:18](=[O:29])[C:19]4[CH:24]=[CH:23][CH:22]=[C:21]([C:25]([F:28])([F:27])[F:26])[CH:20]=4)[CH:14]=[CH:15][CH:16]=3)=[N:6][N:5]2[CH:30]=1.C(N(CC)CC)C.[CH3:38][S:39](Cl)(=[O:41])=[O:40]. The catalyst is O1CCCC1. The product is [CH3:38][S:39]([NH:1][C:2]1[N:3]=[C:4]2[CH:9]=[CH:8][C:7]([O:10][C:11]3[CH:12]=[C:13]([NH:17][C:18](=[O:29])[C:19]4[CH:24]=[CH:23][CH:22]=[C:21]([C:25]([F:28])([F:27])[F:26])[CH:20]=4)[CH:14]=[CH:15][CH:16]=3)=[N:6][N:5]2[CH:30]=1)(=[O:41])=[O:40]. The yield is 0.610. (3) The yield is 0.680. The catalyst is CO. The reactants are [OH-].[K+].C(=O)(OC)[O:4][C:5]1[CH:10]=[C:9]([N+:11]([O-:13])=[O:12])[C:8]([C:14]([CH3:17])([CH3:16])[CH3:15])=[CH:7][C:6]=1[Cl:18].Cl. The product is [C:14]([C:8]1[C:9]([N+:11]([O-:13])=[O:12])=[CH:10][C:5]([OH:4])=[C:6]([Cl:18])[CH:7]=1)([CH3:17])([CH3:15])[CH3:16]. (4) The reactants are [N+:1]([C:4]1[CH:9]=[C:8]([N+:10]([O-])=O)[CH:7]=[CH:6][C:5]=1[S:13][CH2:14][C:15]([OH:17])=O)([O-])=O.O.O.[Sn](Cl)Cl. The catalyst is C(O)C. The product is [NH2:10][C:8]1[CH:7]=[CH:6][C:5]2[S:13][CH2:14][C:15](=[O:17])[NH:1][C:4]=2[CH:9]=1. The yield is 0.520. (5) The reactants are [NH2:1][C:2]1[C:3]2[N:4]([C:8]([C@@H:26]3[CH2:30][CH2:29][CH2:28][NH:27]3)=[N:9][C:10]=2[C:11]2[CH:25]=[CH:24][C:14]([C:15]([NH:17][C:18]3[CH:23]=[CH:22][CH:21]=[CH:20][N:19]=3)=[O:16])=[CH:13][CH:12]=2)[CH:5]=[CH:6][N:7]=1.C(N(CC)CC)C.Cl.[N:39]1([CH2:44]/[CH:45]=[CH:46]/[C:47](O)=[O:48])[CH2:43][CH2:42][CH2:41][CH2:40]1.CN(C(ON1N=NC2C=CC=NC1=2)=[N+](C)C)C.F[P-](F)(F)(F)(F)F. The catalyst is ClCCl. The product is [NH2:1][C:2]1[C:3]2[N:4]([C:8]([C@@H:26]3[CH2:30][CH2:29][CH2:28][N:27]3[C:47](=[O:48])/[CH:46]=[CH:45]/[CH2:44][N:39]3[CH2:43][CH2:42][CH2:41][CH2:40]3)=[N:9][C:10]=2[C:11]2[CH:25]=[CH:24][C:14]([C:15]([NH:17][C:18]3[CH:23]=[CH:22][CH:21]=[CH:20][N:19]=3)=[O:16])=[CH:13][CH:12]=2)[CH:5]=[CH:6][N:7]=1. The yield is 0.268.